From a dataset of Full USPTO retrosynthesis dataset with 1.9M reactions from patents (1976-2016). Predict the reactants needed to synthesize the given product. (1) The reactants are: [F:1][C:2]1[CH:7]=[CH:6][CH:5]=[CH:4][C:3]=1[C:8]1[CH:13]=[CH:12][C:11]([C:14]([OH:16])=[O:15])=[C:10]([NH:17]N)[CH:9]=1.[C:19]1(=O)[CH2:24][CH2:23][CH2:22][CH2:21][CH2:20]1. Given the product [F:1][C:2]1[CH:7]=[CH:6][CH:5]=[CH:4][C:3]=1[C:8]1[CH:13]=[CH:12][C:11]([C:14]([OH:16])=[O:15])=[C:10]2[C:9]=1[C:19]1[CH2:24][CH2:23][CH2:22][CH2:21][C:20]=1[NH:17]2, predict the reactants needed to synthesize it. (2) Given the product [OH:13][C:5]1[CH:6]=[C:7]([O:11][CH3:12])[C:8]([O:9][CH3:10])=[C:3]([O:2][CH3:1])[C:4]=1[C:23](=[O:24])[CH:22]=[CH:21][C:20]1[CH:19]=[CH:18][C:17]([N+:14]([O-:16])=[O:15])=[CH:27][CH:26]=1, predict the reactants needed to synthesize it. The reactants are: [CH3:1][O:2][C:3]1[CH:4]=[C:5]([OH:13])[CH:6]=[C:7]([O:11][CH3:12])[C:8]=1[O:9][CH3:10].[N+:14]([C:17]1[CH:27]=[CH:26][C:20]([CH:21]=[CH:22][C:23](Cl)=[O:24])=[CH:19][CH:18]=1)([O-:16])=[O:15]. (3) Given the product [Cl:3][C:4]1[CH:9]=[CH:8][CH:7]=[C:6]([Cl:10])[C:5]=1[C:11]1[C:15]([CH2:16][O:17][C:18]2[CH:19]=[C:20]3[C:24](=[CH:25][CH:26]=2)[N:23]([C:35]([N:37]2[CH2:41][CH2:40][C@@H:39]([C:42]([O:44][CH3:45])=[O:43])[CH2:38]2)=[O:36])[CH:22]=[CH:21]3)=[C:14]([CH:27]([CH3:29])[CH3:28])[O:13][N:12]=1, predict the reactants needed to synthesize it. The reactants are: [H-].[Na+].[Cl:3][C:4]1[CH:9]=[CH:8][CH:7]=[C:6]([Cl:10])[C:5]=1[C:11]1[C:15]([CH2:16][O:17][C:18]2[CH:19]=[C:20]3[C:24](=[CH:25][CH:26]=2)[NH:23][CH:22]=[CH:21]3)=[C:14]([CH:27]([CH3:29])[CH3:28])[O:13][N:12]=1.N1([C:35]([N:37]2[CH2:41][CH2:40][C@@H:39]([C:42]([O:44][CH3:45])=[O:43])[CH2:38]2)=[O:36])C=CN=C1.